Dataset: Cav3 T-type calcium channel HTS with 100,875 compounds. Task: Binary Classification. Given a drug SMILES string, predict its activity (active/inactive) in a high-throughput screening assay against a specified biological target. (1) The molecule is O(CC(=O)c1cc2n(ccc2cc1)C(=O)C)C(=O)C. The result is 0 (inactive). (2) The molecule is S(=O)(=O)(N1C(CCCC1C)C)c1ccc(NC(=O)c2c(C(=O)N3CCOCC3)cccc2)cc1. The result is 0 (inactive). (3) The compound is S(CC(=O)N1CCOCC1)c1n(c(O)cc(=O)n1)C. The result is 0 (inactive). (4) The drug is O=c1n(c(=O)n(c2nc(N3CCN(CC3)C)n(c12)CC(=O)N)C)C. The result is 0 (inactive). (5) The drug is O1c2c(C3(c4c(N(C3=O)C)cccc4)C(=C1N)C#N)c(oc(c2)C)=O. The result is 0 (inactive). (6) The drug is S(CC(OCCCC)=O)c1sc(nn1)N. The result is 0 (inactive). (7) The drug is O(C1CCCCC1=O)C(=O)C1C(=C(NC(=C1C(OC)=O)C)C)C(OC)=O. The result is 0 (inactive). (8) The compound is S=C(N(C(c1ncccc1)C)CCN(C)C)Nc1cc(F)ccc1. The result is 0 (inactive).